From a dataset of CYP1A2 inhibition data for predicting drug metabolism from PubChem BioAssay. Regression/Classification. Given a drug SMILES string, predict its absorption, distribution, metabolism, or excretion properties. Task type varies by dataset: regression for continuous measurements (e.g., permeability, clearance, half-life) or binary classification for categorical outcomes (e.g., BBB penetration, CYP inhibition). Dataset: cyp1a2_veith. (1) The molecule is CC1(C)S[C@@H]2[C@H](NC(=O)Cc3ccccc3)C(=O)N2[C@H]1C(=O)[O-].[Na+]. The result is 0 (non-inhibitor). (2) The molecule is Cc1noc(NS(=O)(=O)c2ccc(N/C=C/C(=O)c3ccc4c(c3)OCO4)cc2)c1C. The result is 1 (inhibitor). (3) The drug is Cc1ccc(S(=O)(=O)O/N=C2/CCCc3occc32)cc1. The result is 0 (non-inhibitor). (4) The drug is CCOC(=O)c1ccc(NC(=O)Nc2ccc3c4c(cccc24)C(=O)N3CC)cc1. The result is 1 (inhibitor). (5) The compound is CCOC(=O)N/N=C/c1ccc(F)cc1. The result is 1 (inhibitor).